Dataset: Reaction yield outcomes from USPTO patents with 853,638 reactions. Task: Predict the reaction yield, written as a fraction of the theoretical maximum amount of product (1.0 means a 100% yield; for example, 0.34 means a 34% yield). (1) The reactants are [Br:1][C:2]1[CH:7]=[CH:6][C:5]([C:8]([CH3:13])([CH2:11][OH:12])[CH2:9]O)=[CH:4][CH:3]=1.C1(P(C2C=CC=CC=2)C2C=CC=CC=2)C=CC=CC=1.N(C(OC(C)C)=O)=NC(OC(C)C)=O. The catalyst is C1(C)C=CC=CC=1. The product is [Br:1][C:2]1[CH:7]=[CH:6][C:5]([C:8]2([CH3:13])[CH2:11][O:12][CH2:9]2)=[CH:4][CH:3]=1. The yield is 0.420. (2) The reactants are [C:1]([O:5][C:6]([NH:8][C:9]12[CH2:15][C:12]([C:16]([O:18]C)=[O:17])([CH2:13][CH2:14]1)[CH2:11][CH2:10]2)=[O:7])([CH3:4])([CH3:3])[CH3:2].[OH-].[Na+]. The catalyst is C1COCC1.CO. The product is [C:1]([O:5][C:6]([NH:8][C:9]12[CH2:15][C:12]([C:16]([OH:18])=[O:17])([CH2:11][CH2:10]1)[CH2:13][CH2:14]2)=[O:7])([CH3:4])([CH3:2])[CH3:3]. The yield is 0.810. (3) The reactants are [Cl-:1].[Al+3].[Cl-].[Cl-].[CH:5]1[C:10](Cl)=[CH:9][CH:8]=[C:7]([Cl:12])[CH:6]=1.[C:13]([N:16]1[CH2:24][CH2:23][CH:19]([C:20](Cl)=[O:21])[CH2:18][CH2:17]1)(=[O:15])[CH3:14]. The catalyst is O. The product is [Cl:1][C:9]1[CH:8]=[C:7]([Cl:12])[CH:6]=[CH:5][C:10]=1[C:20]([CH:19]1[CH2:18][CH2:17][N:16]([C:13](=[O:15])[CH3:14])[CH2:24][CH2:23]1)=[O:21]. The yield is 0.500. (4) The reactants are Br[C:2]1[CH:3]=[C:4]([C:8]2([C:19]3[CH:24]=[CH:23][N:22]=[C:21]([C:25]([F:28])([F:27])[F:26])[CH:20]=3)[C:16]3[C:11](=[C:12]([F:17])[CH:13]=[CH:14][CH:15]=3)[C:10]([NH2:18])=[N:9]2)[CH:5]=[CH:6][CH:7]=1.[C:29]([C:31]1[CH:32]=[C:33](B(O)O)[CH:34]=[N:35][CH:36]=1)#[N:30].C([O-])([O-])=O.[K+].[K+]. The catalyst is C1C=CC(P(C2C=CC=CC=2)[C-]2C=CC=C2)=CC=1.C1C=CC(P(C2C=CC=CC=2)[C-]2C=CC=C2)=CC=1.Cl[Pd]Cl.[Fe+2].C(Cl)Cl. The product is [NH2:18][C:10]1[C:11]2[C:16](=[CH:15][CH:14]=[CH:13][C:12]=2[F:17])[C:8]([C:4]2[CH:3]=[C:2]([C:33]3[CH:34]=[N:35][CH:36]=[C:31]([CH:32]=3)[C:29]#[N:30])[CH:7]=[CH:6][CH:5]=2)([C:19]2[CH:24]=[CH:23][N:22]=[C:21]([C:25]([F:26])([F:28])[F:27])[CH:20]=2)[N:9]=1. The yield is 0.380.